The task is: Predict which catalyst facilitates the given reaction.. This data is from Catalyst prediction with 721,799 reactions and 888 catalyst types from USPTO. (1) Reactant: CC(OI1(OC(C)=O)(OC(C)=O)OC(=O)C2C=CC=CC1=2)=O.ClCCl.[CH2:26]([C:30]1[C:35]([CH2:36][C:37]2[CH:42]=[CH:41][C:40]([C:43]3[CH:48]=[CH:47][CH:46]=[CH:45][C:44]=3[C:49]3[NH:53][C:52](=[O:54])[O:51][N:50]=3)=[CH:39][CH:38]=2)=[C:34]([O:55][CH2:56][CH:57]([OH:59])[CH3:58])[N:33]=[C:32]([CH3:60])[N:31]=1)[CH2:27][CH2:28][CH3:29].O. Product: [CH2:26]([C:30]1[C:35]([CH2:36][C:37]2[CH:38]=[CH:39][C:40]([C:43]3[CH:48]=[CH:47][CH:46]=[CH:45][C:44]=3[C:49]3[NH:53][C:52](=[O:54])[O:51][N:50]=3)=[CH:41][CH:42]=2)=[C:34]([O:55][CH2:56][C:57](=[O:59])[CH3:58])[N:33]=[C:32]([CH3:60])[N:31]=1)[CH2:27][CH2:28][CH3:29]. The catalyst class is: 147. (2) Reactant: O1C2C=CC(C3(C(N[C:16]4[CH:21]=[CH:20][C:19]([CH2:22]O)=[C:18]([Br:24])[CH:17]=4)=O)CC3)=CC=2OC1.CS(Cl)(=O)=[O:27].C([N:33]([CH2:37][CH3:38])C(C)C)(C)C.[C-:39]#[N:40].[K+].[C:42](#N)[CH3:43]. Product: [Br:24][C:18]1[CH:17]=[C:16]([C:38]2([C:37]([NH2:33])=[O:27])[CH2:43][CH2:42]2)[CH:21]=[CH:20][C:19]=1[CH2:22][C:39]#[N:40]. The catalyst class is: 4. (3) Reactant: [O:1]1[C:5]2[CH:6]=[CH:7][CH:8]=[CH:9][C:4]=2[C:3]([NH:10][C:11]([N:13]2[CH2:18][CH2:17][N:16]([C:19]3[S:23][N:22]=[C:21]([N:24]4[CH2:29][CH2:28][CH:27]([C:30]([OH:32])=O)[CH2:26][CH2:25]4)[N:20]=3)[CH2:15][CH2:14]2)=[O:12])=[N:2]1.O[N:34]1C2C=CC=CC=2N=N1.Cl.CN(C)CCCN=C=NCC.O.N. Product: [NH2:34][C:30]([CH:27]1[CH2:26][CH2:25][N:24]([C:21]2[N:20]=[C:19]([N:16]3[CH2:17][CH2:18][N:13]([C:11]([NH:10][C:3]4[C:4]5[CH:9]=[CH:8][CH:7]=[CH:6][C:5]=5[O:1][N:2]=4)=[O:12])[CH2:14][CH2:15]3)[S:23][N:22]=2)[CH2:29][CH2:28]1)=[O:32]. The catalyst class is: 35. (4) Reactant: [CH2:1]([O:3][C:4]1[CH:5]=[C:6]([CH:10]=[CH:11][CH:12]=1)[C:7]([OH:9])=O)[CH3:2].Cl.[NH2:14][C@@H:15]([CH3:40])[C:16]([N:18]1[CH2:22][C@H:21]([OH:23])[CH2:20][C@H:19]1[C:24]([NH:26][CH2:27][C:28]1[CH:33]=[CH:32][C:31]([C:34]2[S:38][CH:37]=[N:36][C:35]=2[CH3:39])=[CH:30][CH:29]=1)=[O:25])=[O:17].CCN(C(C)C)C(C)C.CN(C(ON1N=NC2C=CC=NC1=2)=[N+](C)C)C.F[P-](F)(F)(F)(F)F. Product: [CH2:1]([O:3][C:4]1[CH:5]=[C:6]([CH:10]=[CH:11][CH:12]=1)[C:7]([NH:14][C@@H:15]([CH3:40])[C:16]([N:18]1[CH2:22][C@H:21]([OH:23])[CH2:20][C@H:19]1[C:24]([NH:26][CH2:27][C:28]1[CH:33]=[CH:32][C:31]([C:34]2[S:38][CH:37]=[N:36][C:35]=2[CH3:39])=[CH:30][CH:29]=1)=[O:25])=[O:17])=[O:9])[CH3:2]. The catalyst class is: 3. (5) Reactant: [Br:1][C:2]1[CH:7]=[CH:6][C:5]([OH:8])=[CH:4][N:3]=1.[F:9][C:10]([F:15])([F:14])[CH2:11][CH2:12]O.C1(P(C2C=CC=CC=2)C2C=CC=CC=2)C=CC=CC=1.N(C(OC(C)(C)C)=O)=NC(OC(C)(C)C)=O. Product: [Br:1][C:2]1[CH:7]=[CH:6][C:5]([O:8][CH2:12][CH2:11][C:10]([F:15])([F:14])[F:9])=[CH:4][N:3]=1. The catalyst class is: 1. (6) Reactant: [CH:1]([C:3]1[C:4]([C:9]2[CH:18]=[CH:17][C:12]([C:13]([O:15][CH3:16])=[O:14])=[CH:11][CH:10]=2)=[N:5][CH:6]=[CH:7][CH:8]=1)=[CH2:2]. Product: [CH2:1]([C:3]1[C:4]([C:9]2[CH:18]=[CH:17][C:12]([C:13]([O:15][CH3:16])=[O:14])=[CH:11][CH:10]=2)=[N:5][CH:6]=[CH:7][CH:8]=1)[CH3:2]. The catalyst class is: 29. (7) Reactant: Cl[C:2]1[CH:7]=[CH:6][N:5]=[CH:4][C:3]=1[N+:8]([O-:10])=[O:9].[F:11][C:12]1[CH:17]=[CH:16][C:15](B(O)O)=[C:14]([CH3:21])[CH:13]=1.C(=O)([O-])[O-].[K+].[K+]. Product: [F:11][C:12]1[CH:17]=[CH:16][C:15]([C:2]2[CH:7]=[CH:6][N:5]=[CH:4][C:3]=2[N+:8]([O-:10])=[O:9])=[C:14]([CH3:21])[CH:13]=1. The catalyst class is: 12. (8) Reactant: [Br:1][C:2]1[N:7]=[C:6]([Cl:8])[C:5](I)=[CH:4][CH:3]=1.[CH2:10]([O:12]/[CH:13]=[CH:14]/B1OC(C)(C)C(C)(C)O1)[CH3:11].C(=O)([O-])[O-].[Cs+].[Cs+].O1CCOCC1. Product: [Br:1][C:2]1[N:7]=[C:6]([Cl:8])[C:5](/[CH:11]=[CH:10]/[O:12][CH2:13][CH3:14])=[CH:4][CH:3]=1. The catalyst class is: 263.